This data is from NCI-60 drug combinations with 297,098 pairs across 59 cell lines. The task is: Regression. Given two drug SMILES strings and cell line genomic features, predict the synergy score measuring deviation from expected non-interaction effect. (1) Drug 1: C1CC(=O)NC(=O)C1N2CC3=C(C2=O)C=CC=C3N. Synergy scores: CSS=57.3, Synergy_ZIP=2.31, Synergy_Bliss=3.39, Synergy_Loewe=-35.3, Synergy_HSA=6.38. Drug 2: CC=C1C(=O)NC(C(=O)OC2CC(=O)NC(C(=O)NC(CSSCCC=C2)C(=O)N1)C(C)C)C(C)C. Cell line: SNB-75. (2) Drug 1: CC1OCC2C(O1)C(C(C(O2)OC3C4COC(=O)C4C(C5=CC6=C(C=C35)OCO6)C7=CC(=C(C(=C7)OC)O)OC)O)O. Drug 2: CN(C)N=NC1=C(NC=N1)C(=O)N. Cell line: T-47D. Synergy scores: CSS=40.2, Synergy_ZIP=3.10, Synergy_Bliss=6.25, Synergy_Loewe=-28.4, Synergy_HSA=6.40. (3) Drug 1: CC1=CC2C(CCC3(C2CCC3(C(=O)C)OC(=O)C)C)C4(C1=CC(=O)CC4)C. Drug 2: C1CN1P(=S)(N2CC2)N3CC3. Cell line: HCT-15. Synergy scores: CSS=18.1, Synergy_ZIP=-2.78, Synergy_Bliss=1.37, Synergy_Loewe=-5.81, Synergy_HSA=-0.115. (4) Drug 1: CC1=C2C(C(=O)C3(C(CC4C(C3C(C(C2(C)C)(CC1OC(=O)C(C(C5=CC=CC=C5)NC(=O)OC(C)(C)C)O)O)OC(=O)C6=CC=CC=C6)(CO4)OC(=O)C)OC)C)OC. Drug 2: C(CC(=O)O)C(=O)CN.Cl. Cell line: RXF 393. Synergy scores: CSS=15.6, Synergy_ZIP=-10.1, Synergy_Bliss=-13.2, Synergy_Loewe=-40.7, Synergy_HSA=-11.3. (5) Synergy scores: CSS=68.4, Synergy_ZIP=-1.77, Synergy_Bliss=-4.48, Synergy_Loewe=-7.93, Synergy_HSA=-2.03. Drug 1: CCN(CC)CCCC(C)NC1=C2C=C(C=CC2=NC3=C1C=CC(=C3)Cl)OC. Drug 2: N.N.Cl[Pt+2]Cl. Cell line: HL-60(TB). (6) Drug 1: CC1OCC2C(O1)C(C(C(O2)OC3C4COC(=O)C4C(C5=CC6=C(C=C35)OCO6)C7=CC(=C(C(=C7)OC)O)OC)O)O. Drug 2: C(CCl)NC(=O)N(CCCl)N=O. Cell line: SR. Synergy scores: CSS=82.9, Synergy_ZIP=-1.13, Synergy_Bliss=-0.916, Synergy_Loewe=-1.23, Synergy_HSA=1.78.